Predict the reactants needed to synthesize the given product. From a dataset of Full USPTO retrosynthesis dataset with 1.9M reactions from patents (1976-2016). (1) The reactants are: [C:1]([O-])([O-])=O.[K+].[K+].[F:7][C:8]1[CH:16]=[CH:15][C:11]([C:12]([OH:14])=[O:13])=[CH:10][N:9]=1.CI. Given the product [CH3:1][O:13][C:12](=[O:14])[C:11]1[CH:15]=[CH:16][C:8]([F:7])=[N:9][CH:10]=1, predict the reactants needed to synthesize it. (2) Given the product [Cl:1][C:2]1[CH:3]=[C:4]2[C:8](=[C:9]([F:11])[CH:10]=1)[N:7]([CH3:21])[C:6]([C:12]1[CH:13]=[N:14][CH:15]=[CH:16][CH:17]=1)=[CH:5]2, predict the reactants needed to synthesize it. The reactants are: [Cl:1][C:2]1[CH:3]=[C:4]2[C:8](=[C:9]([F:11])[CH:10]=1)[NH:7][C:6]([C:12]1[CH:13]=[N:14][CH:15]=[CH:16][CH:17]=1)=[CH:5]2.[H-].[Na+].I[CH3:21].O.